From a dataset of Full USPTO retrosynthesis dataset with 1.9M reactions from patents (1976-2016). Predict the reactants needed to synthesize the given product. (1) Given the product [C:47]1([C:50]2[CH:51]=[CH:52][CH:53]=[CH:54][CH:55]=2)[CH:46]=[CH:45][C:44]([CH2:43][C@@H:34]([NH:33][C:6]([C:4]2[NH:3][N:2]=[N:1][CH:5]=2)=[O:8])[CH2:35][C@:36]([CH2:41][OH:42])([CH3:40])[C:37]([OH:39])=[O:38])=[CH:49][CH:48]=1, predict the reactants needed to synthesize it. The reactants are: [NH:1]1[CH:5]=[C:4]([C:6]([OH:8])=O)[N:3]=[N:2]1.CN(C(ON1N=NC2C=CC=NC1=2)=[N+](C)C)C.F[P-](F)(F)(F)(F)F.[NH2:33][C@H:34]([CH2:43][C:44]1[CH:49]=[CH:48][C:47]([C:50]2[CH:55]=[CH:54][CH:53]=[CH:52][CH:51]=2)=[CH:46][CH:45]=1)[CH2:35][C@:36]([CH2:41][OH:42])([CH3:40])[C:37]([OH:39])=[O:38]. (2) Given the product [Br:1][C:2]1[CH:7]=[CH:6][C:5]([Br:8])=[C:4]2[C:3]=1[N:10]=[C:17]([C:11]1[CH:16]=[CH:15][CH:14]=[CH:13][CH:12]=1)[C:19]([C:21]1[CH:26]=[CH:25][CH:24]=[CH:23][CH:22]=1)=[N:9]2, predict the reactants needed to synthesize it. The reactants are: [Br:1][C:2]1[C:3]([NH2:10])=[C:4]([NH2:9])[C:5]([Br:8])=[CH:6][CH:7]=1.[C:11]1([C:17]([C:19]([C:21]2[CH:26]=[CH:25][CH:24]=[CH:23][CH:22]=2)=O)=O)[CH:16]=[CH:15][CH:14]=[CH:13][CH:12]=1.C([O-])(=O)C.[Na+].